From a dataset of Full USPTO retrosynthesis dataset with 1.9M reactions from patents (1976-2016). Predict the reactants needed to synthesize the given product. (1) Given the product [Si:5]([O:12][C@@H:13]1[CH2:22][CH2:21][CH2:20][C@H:19]2[C@@H:14]1[NH:15][CH2:16][CH2:17][N:18]2[C:30]([O:32][C:33]([CH3:36])([CH3:35])[CH3:34])=[O:31])([C:8]([CH3:11])([CH3:9])[CH3:10])([CH3:7])[CH3:6], predict the reactants needed to synthesize it. The reactants are: C(O)(=O)C.[Si:5]([O:12][C@@H:13]1[CH2:22][CH2:21][CH2:20][C@H:19]2[C@@H:14]1[NH:15][CH2:16][CH2:17][NH:18]2)([C:8]([CH3:11])([CH3:10])[CH3:9])([CH3:7])[CH3:6].C(N(CC)CC)C.[C:30](O[C:30]([O:32][C:33]([CH3:36])([CH3:35])[CH3:34])=[O:31])([O:32][C:33]([CH3:36])([CH3:35])[CH3:34])=[O:31]. (2) Given the product [Br:1][C:2]1[CH:3]=[C:4]2[C:5](=[CH:6][C:7]=1[O:8][CH3:9])[C:12](=[O:13])[CH2:11][CH2:10]2, predict the reactants needed to synthesize it. The reactants are: [Br:1][C:2]1[CH:3]=[C:4]([CH2:10][CH2:11][C:12](Cl)=[O:13])[CH:5]=[CH:6][C:7]=1[O:8][CH3:9].[Cl-].[Al+3].[Cl-].[Cl-].O. (3) Given the product [F:10][C:9]([F:12])([F:11])[C@H:8]([N:13]1[CH2:17][CH2:16][C@H:15]([NH:18][C:19](=[O:25])[O:20][C:21]([CH3:24])([CH3:23])[CH3:22])[CH2:14]1)[C:5]1[CH:6]=[N:7][C:2]([NH:26][NH2:27])=[CH:3][CH:4]=1, predict the reactants needed to synthesize it. The reactants are: Cl[C:2]1[N:7]=[CH:6][C:5]([C@@H:8]([N:13]2[CH2:17][CH2:16][C@H:15]([NH:18][C:19](=[O:25])[O:20][C:21]([CH3:24])([CH3:23])[CH3:22])[CH2:14]2)[C:9]([F:12])([F:11])[F:10])=[CH:4][CH:3]=1.[NH2:26][NH2:27].